This data is from Reaction yield outcomes from USPTO patents with 853,638 reactions. The task is: Predict the reaction yield, written as a fraction of the theoretical maximum amount of product (1.0 means a 100% yield; for example, 0.34 means a 34% yield). The reactants are [CH:1]([C:3]1[CH:4]=[C:5]([C:9]([O:11][CH3:12])=[O:10])[NH:6][C:7]=1[I:8])=[O:2].C([O-])([O-])=O.[K+].[K+].[CH2:19](Br)[C:20]1[CH:25]=[CH:24][CH:23]=[CH:22][CH:21]=1. The catalyst is CC(C)=O. The product is [CH2:19]([N:6]1[C:7]([I:8])=[C:3]([CH:1]=[O:2])[CH:4]=[C:5]1[C:9]([O:11][CH3:12])=[O:10])[C:20]1[CH:25]=[CH:24][CH:23]=[CH:22][CH:21]=1. The yield is 0.900.